Task: Predict the reactants needed to synthesize the given product.. Dataset: Full USPTO retrosynthesis dataset with 1.9M reactions from patents (1976-2016) (1) Given the product [C:3]([O:26][CH3:19])(=[O:28])[C:4]1[CH:5]=[CH:6][CH:7]=[CH:8][CH:9]=1, predict the reactants needed to synthesize it. The reactants are: N1[C:9]2[C:4](=[CH:5][CH:6]=[CH:7][CH:8]=2)[C:3](CO)=C1.C(N(CC)CC)C.[C:19](Cl)(=[O:26])C1C=CC=CC=1.[OH2:28]. (2) Given the product [I:25][CH2:2][CH2:3][CH2:4][CH2:5][CH2:6][CH2:7][CH2:8][CH2:9][O:10][C:11]1[CH:16]=[CH:15][C:14](/[CH:17]=[CH:18]/[C:19]([O:21][CH3:22])=[O:20])=[CH:13][C:12]=1[O:23][CH3:24], predict the reactants needed to synthesize it. The reactants are: Cl[CH2:2][CH2:3][CH2:4][CH2:5][CH2:6][CH2:7][CH2:8][CH2:9][O:10][C:11]1[CH:16]=[CH:15][C:14](/[CH:17]=[CH:18]/[C:19]([O:21][CH3:22])=[O:20])=[CH:13][C:12]=1[O:23][CH3:24].[I-:25].[Na+]. (3) Given the product [C:1]([CH2:3][NH:4][C:5]([CH:7]1[CH2:12][CH2:11][CH2:10][CH2:9][CH:8]1[NH:13][C:34]([C:30]1[NH:31][C:32]2[C:28]([CH:29]=1)=[CH:27][CH:26]=[C:25]([Cl:24])[CH:33]=2)=[O:35])=[O:6])#[N:2], predict the reactants needed to synthesize it. The reactants are: [C:1]([CH2:3][NH:4][C:5]([CH:7]1[CH2:12][CH2:11][CH2:10][CH2:9][CH:8]1[NH2:13])=[O:6])#[N:2].C1C=CC2N(O)N=NC=2C=1.[Cl:24][C:25]1[CH:33]=[C:32]2[C:28]([CH:29]=[C:30]([C:34](O)=[O:35])[NH:31]2)=[CH:27][CH:26]=1.CN1CCOCC1.CCN=C=NCCCN(C)C.Cl. (4) The reactants are: [F:1][C:2]1[CH:19]=[C:18]([C:20]#[C:21][CH2:22][OH:23])[CH:17]=[CH:16][C:3]=1[NH:4][C:5]1[C:6]([C:13]([NH2:15])=[O:14])=[CH:7][N:8]([CH3:12])[C:9](=[O:11])[CH:10]=1. Given the product [F:1][C:2]1[CH:19]=[C:18]([CH2:20][CH2:21][CH2:22][OH:23])[CH:17]=[CH:16][C:3]=1[NH:4][C:5]1[C:6]([C:13]([NH2:15])=[O:14])=[CH:7][N:8]([CH3:12])[C:9](=[O:11])[CH:10]=1, predict the reactants needed to synthesize it. (5) Given the product [C:1]([O:5][C:6]([NH:8][C@@H:9]([CH3:22])[CH2:10][O:11][C:12]1[CH:13]=[CH:14][C:15]([C:18]([OH:20])=[O:19])=[N:16][CH:17]=1)=[O:7])([CH3:4])([CH3:2])[CH3:3], predict the reactants needed to synthesize it. The reactants are: [C:1]([O:5][C:6]([NH:8][C@@H:9]([CH3:22])[CH2:10][O:11][C:12]1[CH:13]=[CH:14][C:15]([C:18]([O:20]C)=[O:19])=[N:16][CH:17]=1)=[O:7])([CH3:4])([CH3:3])[CH3:2].C1COCC1.[OH-].[Na+].Cl. (6) The reactants are: [N:1]([C:4]1([C:15]2[CH:20]=[CH:19][CH:18]=[CH:17][CH:16]=2)[CH2:7][N:6](C(OC(C)(C)C)=O)[CH2:5]1)=[N+:2]=[N-:3].[C:21]([OH:27])([C:23]([F:26])([F:25])[F:24])=[O:22]. Given the product [F:24][C:23]([F:26])([F:25])[C:21]([OH:27])=[O:22].[N:1]([C:4]1([C:15]2[CH:20]=[CH:19][CH:18]=[CH:17][CH:16]=2)[CH2:7][NH:6][CH2:5]1)=[N+:2]=[N-:3], predict the reactants needed to synthesize it. (7) Given the product [OH:5][CH:4]([C@H:3]([NH:6][C:7](=[O:13])[O:8][C:9]([CH3:12])([CH3:11])[CH3:10])[CH:2]([CH3:14])[CH3:1])[CH3:15], predict the reactants needed to synthesize it. The reactants are: [CH3:1][CH:2]([CH3:14])[C@@H:3]([NH:6][C:7](=[O:13])[O:8][C:9]([CH3:12])([CH3:11])[CH3:10])[CH:4]=[O:5].[CH3:15][Mg]Br.CO.[NH4+].[Cl-]. (8) Given the product [O:19]1[CH2:23][CH2:22][C:21]2[CH:24]=[C:25]([C:2]3[C:10]4[C:5](=[CH:6][CH:7]=[C:8]([C:11]#[N:12])[CH:9]=4)[NH:4][N:3]=3)[CH:26]=[CH:27][C:20]1=2, predict the reactants needed to synthesize it. The reactants are: Br[C:2]1[C:10]2[C:5](=[CH:6][CH:7]=[C:8]([C:11]#[N:12])[CH:9]=2)[N:4](C2CCCCO2)[N:3]=1.[O:19]1[CH2:23][CH2:22][C:21]2[CH:24]=[C:25](B(O)O)[CH:26]=[CH:27][C:20]1=2.ClCCl.P([O-])([O-])([O-])=O.[K+].[K+].[K+].Cl. (9) Given the product [Br:1][C:2]1[CH:6]=[N:5][N:4]([CH3:7])[C:3]=1[C:8]1[CH:9]=[C:25]([N:23]([CH3:24])[CH3:22])[CH:11]=[C:12]([N+:14]([O-:16])=[O:15])[CH:13]=1, predict the reactants needed to synthesize it. The reactants are: [Br:1][C:2]1[CH:6]=[N:5][N:4]([CH3:7])[C:3]=1[C:8]1[CH:9]=C(N)[CH:11]=[C:12]([N+:14]([O-:16])=[O:15])[CH:13]=1.[H-].[Na+].CI.[CH3:22][N:23]([CH:25]=O)[CH3:24]. (10) The reactants are: [Cl-].[C:2]([NH:5][C:6]1[S:7][CH:8]=[C:9]([CH2:11][P+](C2C=CC=CC=2)(C2C=CC=CC=2)C2C=CC=CC=2)[N:10]=1)(=[O:4])[CH3:3].[CH:31]([C:33]1[CH:38]=[CH:37][C:36](/[CH:39]=[CH:40]/[C:41]([O:43][CH3:44])=[O:42])=[CH:35][CH:34]=1)=O. Given the product [C:2]([NH:5][C:6]1[S:7][CH:8]=[C:9](/[CH:11]=[CH:31]/[C:33]2[CH:34]=[CH:35][C:36](/[CH:39]=[CH:40]/[C:41]([O:43][CH3:44])=[O:42])=[CH:37][CH:38]=2)[N:10]=1)(=[O:4])[CH3:3], predict the reactants needed to synthesize it.